From a dataset of Forward reaction prediction with 1.9M reactions from USPTO patents (1976-2016). Predict the product of the given reaction. (1) The product is: [OH:43][C@H:40]1[CH2:41][CH2:26][C@@:20]2([CH3:21])[C@@H:19]([CH2:18][CH2:17][C@@H:16]3[C@@H:15]2[CH2:14][C@@H:13]([OH:27])[C@@:12]2([CH3:28])[C@H:11]3[CH2:5][CH:6]=[C:7]2[C:8](=[O:9])[CH3:10])[CH2:24]1. Given the reactants C[C@H]1CO[C@@:5]2([O:9][C@H:8]3[CH2:10][C@H:11]4[C@@H:16]5[CH2:17][CH2:18][C@H:19]6[CH2:24][C@@H](O)C[CH2:21][C@:20]6([CH3:26])[C@H:15]5[CH2:14][C@@H:13]([OH:27])[C@:12]4([CH3:28])[C@H:7]3[C@@H:6]2C)CC1.C(O)(=O)CCC.OO.[C:40]([OH:43])(=O)[CH3:41], predict the reaction product. (2) Given the reactants [CH3:1][C:2]([CH3:24])([CH3:23])[CH2:3][CH2:4][C@:5]1([CH3:22])[C:14]2[C:9](=[CH:10][CH:11]=[CH:12][CH:13]=2)[C:8]([OH:15])=[C:7](C(OCC)=O)[C:6]1=[O:21].Cl, predict the reaction product. The product is: [CH3:1][C:2]([CH3:24])([CH3:23])[CH2:3][CH2:4][C@:5]1([CH3:22])[C:14]2[C:9](=[CH:10][CH:11]=[CH:12][CH:13]=2)[C:8]([OH:15])=[CH:7][C:6]1=[O:21]. (3) Given the reactants [NH:1]1[C:9]2[C:4](=[CH:5][CH:6]=[CH:7][CH:8]=2)[CH2:3][CH2:2]1.[F:10][C:11]([F:18])([F:17])[C:12](OCC)=[O:13], predict the reaction product. The product is: [N:1]1([C:12](=[O:13])[C:11]([F:18])([F:17])[F:10])[C:9]2[C:4](=[CH:5][CH:6]=[CH:7][CH:8]=2)[CH2:3][CH2:2]1. (4) Given the reactants [F:1][C:2]1[CH:7]=[C:6]([F:8])[C:5]([C:9]2[CH:10]=[N:11][C:12]([F:15])=[N:13][CH:14]=2)=[CH:4][C:3]=1[C@:16]1([CH3:37])[CH2:21][C@@H:20]([C:22]2[C:23]([CH3:28])=[N:24][O:25][C:26]=2[CH3:27])[S:19][C:18]([NH:29]C(=O)OC(C)(C)C)=[N:17]1.C(O)(C(F)(F)F)=O.[OH-].[Na+], predict the reaction product. The product is: [F:1][C:2]1[CH:7]=[C:6]([F:8])[C:5]([C:9]2[CH:14]=[N:13][C:12]([F:15])=[N:11][CH:10]=2)=[CH:4][C:3]=1[C@:16]1([CH3:37])[CH2:21][C@@H:20]([C:22]2[C:23]([CH3:28])=[N:24][O:25][C:26]=2[CH3:27])[S:19][C:18]([NH2:29])=[N:17]1. (5) The product is: [F:15][C:16]1[CH:21]=[C:20]([N+:22]([O-:24])=[O:23])[CH:19]=[CH:18][C:17]=1[O:25][C:2]1[CH:7]=[CH:6][N:5]=[C:4]2[CH:8]=[C:9]([C:11]([O:13][CH3:14])=[O:12])[S:10][C:3]=12. Given the reactants Cl[C:2]1[CH:7]=[CH:6][N:5]=[C:4]2[CH:8]=[C:9]([C:11]([O:13][CH3:14])=[O:12])[S:10][C:3]=12.[F:15][C:16]1[CH:21]=[C:20]([N+:22]([O-:24])=[O:23])[CH:19]=[CH:18][C:17]=1[OH:25].C([O-])([O-])=O.[K+].[K+], predict the reaction product. (6) The product is: [Cl:30][C:11]1[C:12]2[CH2:18][N:17]([C:19]3[N:23]([CH3:24])[N:22]=[C:21]([CH:25]([CH3:27])[CH3:26])[CH:20]=3)[CH2:16][CH2:15][C:13]=2[N:14]=[C:9]([C:3]2[C:4]([CH3:8])=[CH:5][CH:6]=[CH:7][C:2]=2[CH3:1])[N:10]=1. Given the reactants [CH3:1][C:2]1[CH:7]=[CH:6][CH:5]=[C:4]([CH3:8])[C:3]=1[C:9]1[N:10]=[C:11](O)[C:12]2[CH2:18][N:17]([C:19]3[N:23]([CH3:24])[N:22]=[C:21]([CH:25]([CH3:27])[CH3:26])[CH:20]=3)[CH2:16][CH2:15][C:13]=2[N:14]=1.[Cl-].[Cl:30]C(=[N+](C)C)C.C([O-])(O)=O.[Na+], predict the reaction product. (7) Given the reactants [CH3:1][O:2][C:3]1[C:8]2[N:9]=[C:10]([C:12]([OH:14])=O)[S:11][C:7]=2[C:6]([N:15]2[CH2:20][CH2:19][O:18][CH2:17][CH2:16]2)=[CH:5][CH:4]=1.C(N1C=CN=C1)(N1C=CN=C1)=O.Cl.[NH2:34][CH2:35][C:36]([C:38]1[CH:47]=[CH:46][C:41]2[O:42][CH2:43][CH2:44][O:45][C:40]=2[CH:39]=1)=[O:37].C(N(CC)CC)C, predict the reaction product. The product is: [O:42]1[C:41]2[CH:46]=[CH:47][C:38]([C:36](=[O:37])[CH2:35][NH:34][C:12]([C:10]3[S:11][C:7]4[C:6]([N:15]5[CH2:20][CH2:19][O:18][CH2:17][CH2:16]5)=[CH:5][CH:4]=[C:3]([O:2][CH3:1])[C:8]=4[N:9]=3)=[O:14])=[CH:39][C:40]=2[O:45][CH2:44][CH2:43]1.